This data is from Forward reaction prediction with 1.9M reactions from USPTO patents (1976-2016). The task is: Predict the product of the given reaction. (1) Given the reactants CN(C(ON1N=NC2C=CC=NC1=2)=[N+](C)C)C.F[P-](F)(F)(F)(F)F.[Br:25][C:26]1[C:34]2[C:29](=[CH:30][CH:31]=[C:32]([O:35][CH2:36][CH2:37][OH:38])[CH:33]=2)[NH:28][C:27]=1[C:39]([OH:41])=O.[NH2:42][CH2:43][C:44]1[C:45]([F:61])=[C:46]([O:51][C:52]2[CH:53]=[C:54]([CH:57]=[C:58]([Cl:60])[CH:59]=2)[C:55]#[N:56])[C:47]([Cl:50])=[CH:48][CH:49]=1.CCN(C(C)C)C(C)C, predict the reaction product. The product is: [Br:25][C:26]1[C:34]2[C:29](=[CH:30][CH:31]=[C:32]([O:35][CH2:36][CH2:37][OH:38])[CH:33]=2)[NH:28][C:27]=1[C:39]([NH:42][CH2:43][C:44]1[CH:49]=[CH:48][C:47]([Cl:50])=[C:46]([O:51][C:52]2[CH:53]=[C:54]([C:55]#[N:56])[CH:57]=[C:58]([Cl:60])[CH:59]=2)[C:45]=1[F:61])=[O:41]. (2) Given the reactants [CH2:1]=[O:2].S(=O)(=O)(O)O.[C:8]1([C:16]2[CH:21]=[CH:20][CH:19]=[CH:18][CH:17]=2)[CH:13]=[CH:12][C:11]([CH2:14][OH:15])=[CH:10][CH:9]=1.C(C1C=CC=CC=1)C, predict the reaction product. The product is: [CH2:14]=[O:15].[C:16]1([C:8]2[CH:9]=[CH:10][CH:11]=[CH:12][CH:13]=2)[C:17]([CH2:1][OH:2])=[CH:18][CH:19]=[CH:20][CH:21]=1.